Dataset: Full USPTO retrosynthesis dataset with 1.9M reactions from patents (1976-2016). Task: Predict the reactants needed to synthesize the given product. (1) Given the product [CH2:1]([C:13]1[CH:18]=[CH:17][C:16]([C:19]2[N:20]=[C:21]([CH2:24][C:31]#[N:32])[O:22][CH:23]=2)=[CH:15][CH:14]=1)[CH2:2][CH2:3][CH2:4][CH2:5][CH2:6][CH2:7][CH2:8][CH2:9][CH2:10][CH2:11][CH3:12], predict the reactants needed to synthesize it. The reactants are: [CH2:1]([C:13]1[CH:18]=[CH:17][C:16]([C:19]2[N:20]=[C:21]([CH2:24]O)[O:22][CH:23]=2)=[CH:15][CH:14]=1)[CH2:2][CH2:3][CH2:4][CH2:5][CH2:6][CH2:7][CH2:8][CH2:9][CH2:10][CH2:11][CH3:12].CS(Cl)(=O)=O.[C-:31]#[N:32].[K+]. (2) Given the product [Br:32][C:33]1[CH:38]=[C:37]([CH2:39][O:40][C:41]2[CH:42]=[CH:43][C:44]([C:45]([NH:47][CH2:48][C@@H:49]([C:50](=[O:51])[NH:6][OH:15])[N:53]3[CH2:58][CH2:57][CH2:56][CH2:55][CH2:54]3)=[O:46])=[CH:59][CH:60]=2)[CH:36]=[CH:35][N:34]=1, predict the reactants needed to synthesize it. The reactants are: F[B-](F)(F)F.[N:6]1([O:15]C(N(C)C)=[N+](C)C)C2C=CC=CC=2N=N1.C(N(C(C)C)CC)(C)C.[Br:32][C:33]1[CH:38]=[C:37]([CH2:39][O:40][C:41]2[CH:60]=[CH:59][C:44]([C:45]([NH:47][CH2:48][C@H:49]([N:53]3[CH2:58][CH2:57][CH2:56][CH2:55][CH2:54]3)[C:50](O)=[O:51])=[O:46])=[CH:43][CH:42]=2)[CH:36]=[CH:35][N:34]=1.C(O)(=O)CC(CC(O)=O)(C(O)=O)O.C(=O)([O-])O.[Na+]. (3) Given the product [Br:1][C:2]1[CH:3]=[C:4]([CH:5]2[C:42]3[C:41](=[O:46])[CH2:40][CH:39]([CH2:36][CH2:37][CH3:38])[CH2:44][C:43]=3[NH:35][C:31]([CH3:30])=[C:32]2[C:33]#[N:34])[CH:7]=[C:8]([O:20][CH2:21][C:3]2[CH:4]=[CH:7][CH:8]=[C:9]([O:10][CH3:11])[CH:2]=2)[C:9]=1[O:10][CH2:11][C:12]1[CH:17]=[CH:16][CH:15]=[C:14]([O:18][CH3:19])[CH:13]=1, predict the reactants needed to synthesize it. The reactants are: [Br:1][C:2]1[CH:3]=[C:4]([CH:7]=[C:8]([O:20][CH2:21]C2C=CC=C(OC)C=2)[C:9]=1[O:10][CH2:11][C:12]1[CH:17]=[CH:16][CH:15]=[C:14]([O:18][CH3:19])[CH:13]=1)[CH:5]=O.[CH3:30]/[C:31](/[NH2:35])=[CH:32]\[C:33]#[N:34].[CH2:36]([CH:39]1[CH2:44][C:43](=O)[CH2:42][C:41](=[O:46])[CH2:40]1)[CH2:37][CH3:38]. (4) The reactants are: Br[C:2]1[S:6][C:5]([C:7]([NH2:9])=[O:8])=[C:4]([NH:10][CH2:11][C:12]2[CH:17]=[CH:16][CH:15]=[CH:14][N:13]=2)[CH:3]=1.CO[C:20](OC)([CH3:22])[CH3:21].CC1(C)C2(CS(O)(=O)=O)C(CC1CC2)=O.[O-]S([O-])(=O)=O.[Mg+2].C([O-])(O)=O.[Na+].[CH3:51][C:52]1[C:56](B2OC(C)(C)C(C)(C)O2)=[CH:55][N:54](C(OC(C)(C)C)=O)[N:53]=1.C(=O)([O-])[O-].[Na+].[Na+]. Given the product [CH3:21][C:20]1([CH3:22])[N:10]([CH2:11][C:12]2[CH:17]=[CH:16][CH:15]=[CH:14][N:13]=2)[C:4]2[CH:3]=[C:2]([C:56]3[CH:55]=[N:54][NH:53][C:52]=3[CH3:51])[S:6][C:5]=2[C:7](=[O:8])[NH:9]1, predict the reactants needed to synthesize it.